Dataset: Reaction yield outcomes from USPTO patents with 853,638 reactions. Task: Predict the reaction yield, written as a fraction of the theoretical maximum amount of product (1.0 means a 100% yield; for example, 0.34 means a 34% yield). (1) The reactants are N1C=CC=CC=1.[Si:7]([O:14][CH2:15][CH:16]([CH2:18][O:19][CH2:20][CH2:21][CH2:22][CH2:23][CH2:24][CH2:25][CH2:26][CH2:27][CH2:28][CH2:29][CH2:30][CH2:31][CH2:32][CH2:33][CH2:34][CH3:35])[OH:17])([C:10]([CH3:13])([CH3:12])[CH3:11])([CH3:9])[CH3:8].[C:36](Cl)(=[O:58])[CH:37]=[CH:38][CH:39]=[CH:40][CH:41]=[CH:42][CH:43]=[CH:44][CH:45]=[CH:46][CH:47]=[CH:48][CH2:49][CH2:50][CH2:51][CH2:52][CH2:53][CH2:54][CH2:55][CH2:56][CH3:57].O. The catalyst is C1(C)C=CC=CC=1. The product is [Si:7]([O:14][CH2:15][CH:16]([CH2:18][O:19][CH2:20][CH2:21][CH2:22][CH2:23][CH2:24][CH2:25][CH2:26][CH2:27][CH2:28][CH2:29][CH2:30][CH2:31][CH2:32][CH2:33][CH2:34][CH3:35])[O:17][C:36](=[O:58])[CH:37]=[CH:38][CH:39]=[CH:40][CH:41]=[CH:42][CH:43]=[CH:44][CH:45]=[CH:46][CH:47]=[CH:48][CH2:49][CH2:50][CH2:51][CH2:52][CH2:53][CH2:54][CH2:55][CH2:56][CH3:57])([C:10]([CH3:13])([CH3:12])[CH3:11])([CH3:9])[CH3:8]. The yield is 0.814. (2) The reactants are [CH2:1]([O:3][C:4]1[CH:10]=[CH:9][CH:8]=[CH:7][C:5]=1[NH2:6])[CH3:2].P(=O)(O)(O)O.[N+]([O-])(O)=O.[N:20]([O-])=O.[Na+].C([O-])(=O)C.[K+].[C:29]([CH2:32][C:33](=[O:35])[CH3:34])(=[O:31])[CH3:30]. The catalyst is O.C(O)C. The product is [CH2:1]([O:3][C:4]1[CH:10]=[CH:9][CH:8]=[CH:7][C:5]=1[NH:6][N:20]=[C:32]([C:33](=[O:35])[CH3:34])[C:29](=[O:31])[CH3:30])[CH3:2]. The yield is 0.550. (3) The reactants are [CH2:1]([C:8]1[CH:9]=[CH:10][C:11]2[O:15][C:14]([C:16]3[CH:23]=[CH:22][C:21]([CH2:24][OH:25])=[CH:20][C:17]=3[C:18]#[N:19])=[CH:13][C:12]=2[CH:26]=1)[C:2]1[CH:7]=[CH:6][CH:5]=[CH:4][CH:3]=1. The catalyst is C(#N)C.CCC[N+](CCC)(CCC)CCC.[O-][Ru](=O)(=O)=O. The product is [CH2:1]([C:8]1[CH:9]=[CH:10][C:11]2[O:15][C:14]([C:16]3[CH:23]=[CH:22][C:21]([CH:24]=[O:25])=[CH:20][C:17]=3[C:18]#[N:19])=[CH:13][C:12]=2[CH:26]=1)[C:2]1[CH:7]=[CH:6][CH:5]=[CH:4][CH:3]=1. The yield is 0.930. (4) The reactants are [CH3:1][N:2]1[C:6]([C:7]2[CH:8]=[N:9][CH:10]=[CH:11][CH:12]=2)=[C:5]([CH:13]=O)[CH:4]=[N:3]1.[H-].[Na+].C(OP([CH2:25][C:26]([O:28][CH2:29][CH3:30])=[O:27])(OCC)=O)C.CN(C)C=O. The catalyst is O. The product is [CH3:1][N:2]1[C:6]([C:7]2[CH:8]=[N:9][CH:10]=[CH:11][CH:12]=2)=[C:5](/[CH:13]=[CH:25]/[C:26]([O:28][CH2:29][CH3:30])=[O:27])[CH:4]=[N:3]1. The yield is 0.750. (5) The reactants are Br[CH2:2][C:3](=O)[CH2:4][O:5][CH3:6].Cl.[C:9]([C:12]1[C:13]([CH:23]2[CH2:26][CH2:25][CH2:24]2)=[CH:14][C:15]([CH3:22])=[C:16]([CH:21]=1)[C:17]([O:19][CH3:20])=[O:18])(=[NH:11])[NH2:10].C(=O)([O-])[O-].[K+].[K+]. The catalyst is CC#N. The product is [CH:23]1([C:13]2[C:12]([C:9]3[NH:10][C:3]([CH2:4][O:5][CH3:6])=[CH:2][N:11]=3)=[CH:21][C:16]([C:17]([O:19][CH3:20])=[O:18])=[C:15]([CH3:22])[CH:14]=2)[CH2:24][CH2:25][CH2:26]1. The yield is 0.240. (6) The reactants are [CH3:1][O:2][C:3]1[CH:4]=[C:5]2[C:10](=[CH:11][C:12]=1[O:13][CH3:14])[N:9]=[CH:8][N:7]=[C:6]2[S:15][C:16]1[CH:17]=[C:18]([CH:20]=[CH:21][CH:22]=1)[NH2:19].[C:23]([C:27]1[CH:31]=[C:30]([NH:32][C:33](=O)[O:34]C2C=CC=CC=2)[N:29]([C:42]2[CH:47]=[CH:46][C:45]([C:48]#[N:49])=[CH:44][CH:43]=2)[N:28]=1)([CH3:26])([CH3:25])[CH3:24]. The catalyst is C1COCC1.CN(C1C=CN=CC=1)C. The product is [C:23]([C:27]1[CH:31]=[C:30]([NH:32][C:33]([NH:19][C:18]2[CH:20]=[CH:21][CH:22]=[C:16]([S:15][C:6]3[C:5]4[C:10](=[CH:11][C:12]([O:13][CH3:14])=[C:3]([O:2][CH3:1])[CH:4]=4)[N:9]=[CH:8][N:7]=3)[CH:17]=2)=[O:34])[N:29]([C:42]2[CH:43]=[CH:44][C:45]([C:48]#[N:49])=[CH:46][CH:47]=2)[N:28]=1)([CH3:26])([CH3:24])[CH3:25]. The yield is 0.0400. (7) The reactants are [C:1]([NH:4][C:5]1[CH:6]=[C:7]([CH:11]=[CH:12][CH:13]=1)C(O)=O)(=[O:3])[CH3:2].C1N=CN([C:19]([N:21]2C=N[CH:23]=[CH:22]2)=[O:20])C=1.[N+:26]([C:29]1[CH:35]=CC(N)=[CH:31][CH:30]=1)([O-:28])=[O:27].O. The catalyst is CN1CCCC1=O. The product is [C:1]([NH:4][C:5]1[CH:13]=[CH:12][CH:11]=[CH:7][C:6]=1[C:19]([NH:21][C:22]1[CH:23]=[CH:35][C:29]([N+:26]([O-:28])=[O:27])=[CH:30][CH:31]=1)=[O:20])(=[O:3])[CH3:2]. The yield is 0.550. (8) The reactants are Br[C:2]1[C:3]([O:12][CH3:13])=[C:4]2[C:8]([N:9](Br)[CH:10]=1)=[N:7][CH:6]=[CH:5]2.NN. The catalyst is CCO.[Pd]. The product is [CH3:13][O:12][C:3]1[CH:2]=[CH:10][N:9]=[C:8]2[C:4]=1[CH:5]=[CH:6][NH:7]2. The yield is 0.880.